From a dataset of Full USPTO retrosynthesis dataset with 1.9M reactions from patents (1976-2016). Predict the reactants needed to synthesize the given product. (1) Given the product [Cl:15][C:14]1[C:8]2[C:9](=[N:10][N:6]([CH2:5][C:2]([NH:1][C:28](=[O:29])[C:27]3[CH:26]=[CH:25][C:24]([O:17][C:18]4[CH:23]=[CH:22][CH:21]=[CH:20][CH:19]=4)=[CH:32][CH:31]=3)([C:3]#[N:4])[CH3:16])[N:7]=2)[CH:11]=[CH:12][CH:13]=1, predict the reactants needed to synthesize it. The reactants are: [NH2:1][C:2]([CH3:16])([CH2:5][N:6]1[N:10]=[C:9]2[CH:11]=[CH:12][CH:13]=[C:14]([Cl:15])[C:8]2=[N:7]1)[C:3]#[N:4].[O:17]([C:24]1[CH:32]=[CH:31][C:27]([C:28](Cl)=[O:29])=[CH:26][CH:25]=1)[C:18]1[CH:23]=[CH:22][CH:21]=[CH:20][CH:19]=1. (2) Given the product [Cl:1][C:2]1[CH:10]=[CH:9][C:8]([C:11]2[C:16]([C@@H:17]([NH:27][C:28](=[O:45])[CH2:29][N:30]3[C:34]4[C:35]([F:39])([F:40])[C@@H:36]5[CH2:38][C@@H:37]5[C:33]=4[C:32]([C:41]([F:42])([F:43])[F:44])=[N:31]3)[CH2:18][C:19]3[CH:20]=[C:21]([F:26])[CH:22]=[C:23]([F:25])[CH:24]=3)=[N:15][C:14]([C:46]#[C:47][C:68]3[N:69]=[CH:70][N:71]([CH3:73])[CH:72]=3)=[CH:13][CH:12]=2)=[C:7]2[C:3]=1[C:4]([NH:61][S:62]([CH3:65])(=[O:64])=[O:63])=[N:5][N:6]2[CH3:60], predict the reactants needed to synthesize it. The reactants are: [Cl:1][C:2]1[CH:10]=[CH:9][C:8]([C:11]2[CH:12]=[CH:13][C:14]([C:46]#[C:47]C3CCCN3C(OC(C)(C)C)=O)=[N:15][C:16]=2[C@@H:17]([NH:27][C:28](=[O:45])[CH2:29][N:30]2[C:34]3[C:35]([F:40])([F:39])[C@@H:36]4[CH2:38][C@@H:37]4[C:33]=3[C:32]([C:41]([F:44])([F:43])[F:42])=[N:31]2)[CH2:18][C:19]2[CH:24]=[C:23]([F:25])[CH:22]=[C:21]([F:26])[CH:20]=2)=[C:7]2[C:3]=1[C:4]([NH:61][S:62]([CH3:65])(=[O:64])=[O:63])=[N:5][N:6]2[CH3:60].C([C:68]1[N:69]=[CH:70][N:71]([CH3:73])[CH:72]=1)#C. (3) Given the product [Cl:12][C:10]1[CH:11]=[C:2]([CH:13]=[CH2:14])[CH:3]=[C:4]2[C:9]=1[N:8]=[CH:7][CH:6]=[CH:5]2, predict the reactants needed to synthesize it. The reactants are: Br[C:2]1[CH:3]=[C:4]2[C:9](=[C:10]([Cl:12])[CH:11]=1)[N:8]=[CH:7][CH:6]=[CH:5]2.[CH:13]([B-](F)(F)F)=[CH2:14].[K+].C(N(CC)CC)C. (4) Given the product [ClH:36].[CH3:1][O:2][C:3]1[C:4]([CH2:11][S:12][C:13]2[NH:17][C:16]3[CH:18]=[CH:19][C:20]([O:22][CH2:23][CH2:24][CH2:25][CH2:26][CH2:27][NH2:28])=[CH:21][C:15]=3[N:14]=2)=[N:5][CH:6]=[CH:7][C:8]=1[O:9][CH3:10], predict the reactants needed to synthesize it. The reactants are: [CH3:1][O:2][C:3]1[C:4]([CH2:11][S:12][C:13]2[NH:17][C:16]3[CH:18]=[CH:19][C:20]([O:22][CH2:23][CH2:24][CH2:25][CH2:26][CH2:27][NH:28]C(=O)OC(C)(C)C)=[CH:21][C:15]=3[N:14]=2)=[N:5][CH:6]=[CH:7][C:8]=1[O:9][CH3:10].[ClH:36].O1CCOCC1. (5) Given the product [Br:1][C:2]1[CH:6]=[CH:5][O:4][C:3]=1[CH2:7][N:9]1[CH2:14][CH2:13][O:12][CH2:11][CH2:10]1, predict the reactants needed to synthesize it. The reactants are: [Br:1][C:2]1[CH:6]=[CH:5][O:4][C:3]=1[CH:7]=O.[NH:9]1[CH2:14][CH2:13][O:12][CH2:11][CH2:10]1.C(O[BH-](OC(=O)C)OC(=O)C)(=O)C.[Na+]. (6) The reactants are: [CH3:1][CH2:2][CH2:3][CH2:4][CH2:5][CH:6]=O.[CH3:8][N:9]([CH3:14])[CH2:10][CH2:11][CH2:12][NH2:13].[BH4-].[Na+]. Given the product [CH2:6]([NH:13][CH2:12][CH2:11][CH2:10][N:9]([CH3:14])[CH3:8])[CH2:5][CH2:4][CH2:3][CH2:2][CH3:1], predict the reactants needed to synthesize it. (7) The reactants are: [F:1][C:2]1[CH:7]=[CH:6][C:5]([F:8])=[CH:4][C:3]=1[S:9]([N:12]([C:16]1[CH:21]=[CH:20][CH:19]=[C:18]([C:22]2[C:26]([C:27]3[CH:32]=[CH:31][N:30]=[CH:29][CH:28]=3)=[CH:25][N:24]([CH:33]3[CH2:38][CH2:37][NH:36][CH2:35][CH2:34]3)[N:23]=2)[C:17]=1[F:39])[CH2:13][O:14][CH3:15])(=[O:11])=[O:10].[C:40](Cl)(=[O:42])[CH3:41]. Given the product [C:40]([N:36]1[CH2:35][CH2:34][CH:33]([N:24]2[CH:25]=[C:26]([C:27]3[CH:32]=[CH:31][N:30]=[CH:29][CH:28]=3)[C:22]([C:18]3[C:17]([F:39])=[C:16]([N:12]([CH2:13][O:14][CH3:15])[S:9]([C:3]4[CH:4]=[C:5]([F:8])[CH:6]=[CH:7][C:2]=4[F:1])(=[O:11])=[O:10])[CH:21]=[CH:20][CH:19]=3)=[N:23]2)[CH2:38][CH2:37]1)(=[O:42])[CH3:41], predict the reactants needed to synthesize it.